This data is from Forward reaction prediction with 1.9M reactions from USPTO patents (1976-2016). The task is: Predict the product of the given reaction. (1) Given the reactants [OH-].[Na+].[C:3]1([CH3:15])[CH:8]=[CH:7][C:6]([N:9]2[C:13]([NH2:14])=[CH:12][CH:11]=[N:10]2)=[CH:5][CH:4]=1.Cl[C:17]([O:19][CH2:20][C:21]([Cl:24])([Cl:23])[Cl:22])=[O:18], predict the reaction product. The product is: [Cl:22][C:21]([Cl:24])([Cl:23])[CH2:20][O:19][C:17](=[O:18])[NH:14][C:13]1[N:9]([C:6]2[CH:5]=[CH:4][C:3]([CH3:15])=[CH:8][CH:7]=2)[N:10]=[CH:11][CH:12]=1. (2) Given the reactants I[C:2]1[C:6]([CH:7]=[O:8])=[CH:5][N:4]([CH:9]2[CH2:14][CH2:13][CH2:12][CH2:11][O:10]2)[N:3]=1.[CH:15]([O:18][C:19]1[CH:24]=[CH:23][C:22](B(O)O)=[CH:21][CH:20]=1)([CH3:17])[CH3:16].C([O-])(O)=O.[Na+].O, predict the reaction product. The product is: [CH:15]([O:18][C:19]1[CH:24]=[CH:23][C:22]([C:2]2[C:6]([CH:7]=[O:8])=[CH:5][N:4]([CH:9]3[CH2:14][CH2:13][CH2:12][CH2:11][O:10]3)[N:3]=2)=[CH:21][CH:20]=1)([CH3:17])[CH3:16]. (3) Given the reactants Cl[C:2]1[C:7]([CH:8]([OH:12])[CH:9]([CH3:11])[CH3:10])=[C:6]([C:13]([F:16])([F:15])[F:14])[CH:5]=[CH:4][N:3]=1.C(N(CC)CC)C, predict the reaction product. The product is: [F:15][C:13]([F:14])([F:16])[C:6]1[CH:5]=[CH:4][N:3]=[CH:2][C:7]=1[CH:8]([OH:12])[CH:9]([CH3:10])[CH3:11]. (4) Given the reactants C([O:3][C:4](=[O:18])[C:5]([NH:7][C:8]1[CH:9]=[C:10]2[C:14](=[CH:15][CH:16]=1)[NH:13][C:12](=[O:17])[CH2:11]2)=[O:6])C.[OH-].[K+], predict the reaction product. The product is: [O:17]=[C:12]1[CH2:11][C:10]2[C:14](=[CH:15][CH:16]=[C:8]([NH:7][C:5](=[O:6])[C:4]([OH:18])=[O:3])[CH:9]=2)[NH:13]1.